This data is from Forward reaction prediction with 1.9M reactions from USPTO patents (1976-2016). The task is: Predict the product of the given reaction. (1) Given the reactants [O:1]1[CH2:6][CH2:5][N:4]([C:7]2[CH:12]=[CH:11][C:10](B(O)O)=[CH:9][CH:8]=2)[CH2:3][CH2:2]1.Br[C:17]1[CH:22]=[CH:21][C:20]([NH:23][C:24]([C@@H:26]2[CH:31]3[CH2:32][CH2:33][N:28]([CH2:29][CH2:30]3)[CH2:27]2)=[O:25])=[CH:19][CH:18]=1.[OH-].[Na+], predict the reaction product. The product is: [N:4]1([C:7]2[CH:12]=[CH:11][C:10]([C:17]3[CH:22]=[CH:21][C:20]([NH:23][C:24]([C@@H:26]4[CH:31]5[CH2:32][CH2:33][N:28]([CH2:29][CH2:30]5)[CH2:27]4)=[O:25])=[CH:19][CH:18]=3)=[CH:9][CH:8]=2)[CH2:5][CH2:6][O:1][CH2:2][CH2:3]1. (2) Given the reactants [SH:1][CH2:2][CH2:3][C:4]([O:6][CH3:7])=[O:5].C([O-])([O-])=O.[K+].[K+].Br[CH2:15][CH2:16][CH2:17][CH2:18][CH2:19][CH2:20][CH2:21][CH2:22][CH2:23][C:24]#[C:25][Si](C)(C)C, predict the reaction product. The product is: [CH2:25]([S:1][CH2:2][CH2:3][C:4]([O:6][CH3:7])=[O:5])[CH2:24][CH2:23][CH2:22][CH2:21][CH2:20][CH2:19][CH2:18][CH2:17][C:16]#[CH:15]. (3) The product is: [F:1][C:2]1[CH:11]=[C:10]([F:12])[CH:9]=[C:8]2[C:3]=1[CH:4]([O:13][C:14]1[C:22]3[N:21]=[C:20]([CH3:23])[N:19]([CH3:24])[C:18]=3[CH:17]=[C:16]([C:25]([NH:30][CH3:29])=[O:27])[CH:15]=1)[CH2:5][CH2:6][O:7]2. Given the reactants [F:1][C:2]1[CH:11]=[C:10]([F:12])[CH:9]=[C:8]2[C:3]=1[CH:4]([O:13][C:14]1[C:22]3[N:21]=[C:20]([CH3:23])[N:19]([CH3:24])[C:18]=3[CH:17]=[C:16]([C:25]([OH:27])=O)[CH:15]=1)[CH2:5][CH2:6][O:7]2.Cl.[CH3:29][NH2:30], predict the reaction product. (4) Given the reactants [Cl:1][C:2]1[CH:7]=[CH:6][C:5]([OH:8])=[C:4]([N+:9]([O-:11])=[O:10])[CH:3]=1.C([O-])([O-])=O.[K+].[K+].Cl.Cl[CH2:20][CH2:21][N:22]([CH3:24])[CH3:23], predict the reaction product. The product is: [Cl:1][C:2]1[CH:7]=[CH:6][C:5]([O:8][CH2:20][CH2:21][N:22]([CH3:24])[CH3:23])=[C:4]([N+:9]([O-:11])=[O:10])[CH:3]=1. (5) Given the reactants I[C:2]1[N:3]=[CH:4][N:5](C(C2C=CC=CC=2)(C2C=CC=CC=2)C2C=CC=CC=2)[CH:6]=1.C([Mg]Br)C.[N+:30]([C:33]1[CH:42]=[CH:41][CH:40]=[C:39]2[C:34]=1[CH2:35][CH2:36][CH2:37][C:38]2=O)([O-:32])=[O:31].[Cl-].[NH4+], predict the reaction product. The product is: [N+:30]([C:33]1[CH:42]=[CH:41][CH:40]=[C:39]2[C:34]=1[CH2:35][CH2:36][CH:37]=[C:38]2[C:2]1[N:3]=[CH:4][NH:5][CH:6]=1)([O-:32])=[O:31]. (6) Given the reactants Cl[C:2]1[N:7]=[C:6]([NH:8][C:9]2[CH:20]=[CH:19][CH:18]=[CH:17][C:10]=2[C:11]([NH:13][CH2:14][CH2:15][CH3:16])=[O:12])[C:5]([Cl:21])=[CH:4][N:3]=1.[NH2:22][C:23]1[CH:36]=[CH:35][C:26]2[NH:27][C:28](=[O:34])[CH2:29][CH2:30][C:31]([CH3:33])([CH3:32])[C:25]=2[CH:24]=1.C12(CS(O)(=O)=O)C(C)(C)C(CC1)CC2=O.C(O)(C)C, predict the reaction product. The product is: [Cl:21][C:5]1[C:6]([NH:8][C:9]2[CH:20]=[CH:19][CH:18]=[CH:17][C:10]=2[C:11]([NH:13][CH2:14][CH2:15][CH3:16])=[O:12])=[N:7][C:2]([NH:22][C:23]2[CH:36]=[CH:35][C:26]3[NH:27][C:28](=[O:34])[CH2:29][CH2:30][C:31]([CH3:33])([CH3:32])[C:25]=3[CH:24]=2)=[N:3][CH:4]=1. (7) Given the reactants [O:1]([CH2:8][C:9](Cl)=[O:10])[C:2]1[CH:7]=[CH:6][CH:5]=[CH:4][CH:3]=1.[CH3:12][C:13]([O:16][C:17]([N:19]1[CH2:24][CH2:23][CH:22]([OH:25])[CH:21]([NH2:26])[CH2:20]1)=[O:18])([CH3:15])[CH3:14].C([O-])(O)=O.[Na+], predict the reaction product. The product is: [CH3:15][C:13]([O:16][C:17]([N:19]1[CH2:24][CH2:23][CH:22]([OH:25])[CH:21]([NH:26][C:9](=[O:10])[CH2:8][O:1][C:2]2[CH:7]=[CH:6][CH:5]=[CH:4][CH:3]=2)[CH2:20]1)=[O:18])([CH3:12])[CH3:14]. (8) Given the reactants [NH2:1][C:2]1[C:3](=[O:26])[NH:4][C:5]2[C:10]([N:11]=1)=[C:9]([O:12][C:13]1[CH:18]=[C:17](Cl)[N:16]=[C:15]([NH:20][C@@H:21]([CH3:25])[CH2:22][O:23][CH3:24])[N:14]=1)[CH:8]=[CH:7][CH:6]=2.[F:27][C:28]1[CH:33]=[CH:32][C:31]([C@H:34]([N:36]2[CH2:41][CH2:40][NH:39][CH2:38][CH2:37]2)[CH3:35])=[CH:30][CH:29]=1, predict the reaction product. The product is: [NH2:1][C:2]1[C:3](=[O:26])[NH:4][C:5]2[C:10]([N:11]=1)=[C:9]([O:12][C:13]1[CH:18]=[C:17]([N:39]3[CH2:38][CH2:37][N:36]([C@@H:34]([C:31]4[CH:32]=[CH:33][C:28]([F:27])=[CH:29][CH:30]=4)[CH3:35])[CH2:41][CH2:40]3)[N:16]=[C:15]([NH:20][C@@H:21]([CH3:25])[CH2:22][O:23][CH3:24])[N:14]=1)[CH:8]=[CH:7][CH:6]=2. (9) Given the reactants [CH2:1]([N:5]([CH2:24][CH2:25][CH2:26][CH3:27])[C:6]1[CH:11]=[CH:10][C:9]([CH:12]=[CH:13][C:14]2[CH:21]=[CH:20][C:17]([CH:18]=O)=[CH:16][CH:15]=2)=[C:8]([O:22][CH3:23])[CH:7]=1)[CH2:2][CH2:3][CH3:4].[C:28]([C:30]1[C:31](=[C:41]([C:44]#[N:45])[C:42]#[N:43])[O:32][C:33]([CH3:40])([C:36]([F:39])([F:38])[F:37])[C:34]=1[CH3:35])#[N:29], predict the reaction product. The product is: [CH2:24]([N:5]([CH2:1][CH2:2][CH2:3][CH3:4])[C:6]1[CH:11]=[CH:10][C:9]([CH:12]=[CH:13][C:14]2[CH:21]=[CH:20][C:17]([CH:18]=[CH:35][C:34]3[C:33]([CH3:40])([C:36]([F:39])([F:37])[F:38])[O:32][C:31](=[C:41]([C:42]#[N:43])[C:44]#[N:45])[C:30]=3[C:28]#[N:29])=[CH:16][CH:15]=2)=[C:8]([O:22][CH3:23])[CH:7]=1)[CH2:25][CH2:26][CH3:27].